The task is: Predict which catalyst facilitates the given reaction.. This data is from Catalyst prediction with 721,799 reactions and 888 catalyst types from USPTO. (1) Reactant: [Cl:1][C:2]1[CH:3]=[C:4]2[C:8](=[C:9]([NH:11][C:12]([C@@H:14]3[CH2:19][O:18][C:17]([CH3:21])([CH3:20])[CH2:16][N:15]3[CH2:22][C:23]([N:25]3[CH2:30][C@@H:29]([CH3:31])[O:28][C@@H:27]([CH3:32])[CH2:26]3)=[O:24])=[O:13])[CH:10]=1)[NH:7][C:6]1[CH:33]=[N:34][CH:35]=[CH:36][C:5]2=1.[C:37]([OH:43])(=[O:42])[CH2:38][C:39]([OH:41])=[O:40].CC(C)=O. Product: [C:37]([OH:43])(=[O:42])[CH2:38][C:39]([OH:41])=[O:40].[Cl:1][C:2]1[CH:3]=[C:4]2[C:8](=[C:9]([NH:11][C:12]([C@@H:14]3[CH2:19][O:18][C:17]([CH3:21])([CH3:20])[CH2:16][N:15]3[CH2:22][C:23]([N:25]3[CH2:26][C@@H:27]([CH3:32])[O:28][C@@H:29]([CH3:31])[CH2:30]3)=[O:24])=[O:13])[CH:10]=1)[NH:7][C:6]1[CH:33]=[N:34][CH:35]=[CH:36][C:5]2=1. The catalyst class is: 10. (2) Reactant: [NH2:1][C:2]1[C:3]([C:8]2[CH:26]=[CH:25][C:11]([C:12]([NH:14][C@@H:15]([C:18]3[CH:23]=[CH:22][CH:21]=[C:20]([Cl:24])[CH:19]=3)[CH2:16][OH:17])=[O:13])=[C:10]([F:27])[CH:9]=2)=[N:4][CH:5]=[CH:6][N:7]=1.C1C(=O)N([Br:35])C(=O)C1. Product: [NH2:1][C:2]1[C:3]([C:8]2[CH:26]=[CH:25][C:11]([C:12]([NH:14][C@@H:15]([C:18]3[CH:23]=[CH:22][CH:21]=[C:20]([Cl:24])[CH:19]=3)[CH2:16][OH:17])=[O:13])=[C:10]([F:27])[CH:9]=2)=[N:4][C:5]([Br:35])=[CH:6][N:7]=1. The catalyst class is: 10. (3) Reactant: [BH4-].[Na+].[Cl:3][C:4]1[CH:5]=[N:6][CH:7]=[C:8]([Cl:12])[C:9]=1[CH:10]=[O:11].O. Product: [Cl:3][C:4]1[CH:5]=[N:6][CH:7]=[C:8]([Cl:12])[C:9]=1[CH2:10][OH:11]. The catalyst class is: 5. (4) Reactant: [Br:1]N1C(=O)CCC1=O.[C:9]([C:11]1[CH:38]=[C:37]([F:39])[CH:36]=[CH:35][C:12]=1[CH2:13][O:14][C:15]1[N:16]=[C:17]([S:33][CH3:34])[N:18]([C:22]2[CH:23]=[C:24]([CH:29]=[CH:30][C:31]=2[CH3:32])[C:25]([O:27][CH3:28])=[O:26])[C:19](=[O:21])[CH:20]=1)#[N:10]. Product: [Br:1][C:20]1[C:19](=[O:21])[N:18]([C:22]2[CH:23]=[C:24]([CH:29]=[CH:30][C:31]=2[CH3:32])[C:25]([O:27][CH3:28])=[O:26])[C:17]([S:33][CH3:34])=[N:16][C:15]=1[O:14][CH2:13][C:12]1[CH:35]=[CH:36][C:37]([F:39])=[CH:38][C:11]=1[C:9]#[N:10]. The catalyst class is: 2. (5) Reactant: [OH:1][C:2]1[N:6]=[C:5]([C:7]2[CH:12]=[CH:11][C:10]([O:13][CH3:14])=[CH:9][CH:8]=2)[N:4]([C:15]2[CH:20]=[CH:19][C:18]([S:21]([NH2:24])(=[O:23])=[O:22])=[CH:17][CH:16]=2)[N:3]=1.[H-].[Na+].I[CH3:28].O. Product: [CH3:28][O:1][C:2]1[N:6]=[C:5]([C:7]2[CH:12]=[CH:11][C:10]([O:13][CH3:14])=[CH:9][CH:8]=2)[N:4]([C:15]2[CH:20]=[CH:19][C:18]([S:21]([NH2:24])(=[O:23])=[O:22])=[CH:17][CH:16]=2)[N:3]=1. The catalyst class is: 3.